Dataset: Full USPTO retrosynthesis dataset with 1.9M reactions from patents (1976-2016). Task: Predict the reactants needed to synthesize the given product. (1) The reactants are: [O:1]=[C:2]1[C:7]([CH2:8][C:9]2[CH:14]=[CH:13][C:12]([C:15]3[C:16]([C:21]#[N:22])=[CH:17][CH:18]=[CH:19][CH:20]=3)=[CH:11][CH:10]=2)=[C:6]([CH2:23][CH2:24][CH3:25])[N:5]2[N:26]=[CH:27][N:28]=[C:4]2[NH:3]1.I[CH2:30][CH2:31][CH3:32].C(=O)([O-])[O-].[K+].[K+].CN(C)C=O. Given the product [O:1]=[C:2]1[C:7]([CH2:8][C:9]2[CH:10]=[CH:11][C:12]([C:15]3[C:16]([C:21]#[N:22])=[CH:17][CH:18]=[CH:19][CH:20]=3)=[CH:13][CH:14]=2)=[C:6]([CH2:23][CH2:24][CH3:25])[N:5]2[N:26]=[CH:27][N:28]=[C:4]2[N:3]1[CH2:30][CH2:31][CH3:32], predict the reactants needed to synthesize it. (2) Given the product [NH2:28][CH2:27][CH2:26][C:25]([N:22]1[CH2:23][CH2:24][N:19]([C:17]2[CH:16]=[CH:15][N:14]=[C:13]3[NH:12][CH:11]=[C:10]([NH:9][C:1](=[O:8])[C:2]4[CH:7]=[CH:6][CH:5]=[N:4][CH:3]=4)[C:18]=23)[CH2:20][CH2:21]1)=[O:36], predict the reactants needed to synthesize it. The reactants are: [C:1]([NH:9][C:10]1[C:18]2[C:13](=[N:14][CH:15]=[CH:16][C:17]=2[N:19]2[CH2:24][CH2:23][N:22]([C:25](=[O:36])[CH2:26][CH2:27][NH:28]C(=O)OC(C)(C)C)[CH2:21][CH2:20]2)[NH:12][CH:11]=1)(=[O:8])[C:2]1[CH:7]=[CH:6][CH:5]=[N:4][CH:3]=1.C(O)(C(F)(F)F)=O. (3) Given the product [CH2:18]([C:20]1[N:21]([CH2:34][C:35]#[C:36][C:2]2[CH:7]=[CH:6][CH:5]=[C:4]([N+:8]([O-:10])=[O:9])[CH:3]=2)[C:22]2[C:31]3[CH:30]=[CH:29][CH:28]=[CH:27][C:26]=3[N:25]=[CH:24][C:23]=2[N:33]=1)[CH3:19], predict the reactants needed to synthesize it. The reactants are: I[C:2]1[CH:3]=[C:4]([N+:8]([O-:10])=[O:9])[CH:5]=[CH:6][CH:7]=1.C(N(CC)CC)C.[CH2:18]([C:20]1[N:21]([CH2:34][C:35]#[CH:36])[C:22]2[C:31]3[CH:30]=[CH:29][CH:28]=[CH:27][C:26]=3[N:25]=[C:24](N)[C:23]=2[N:33]=1)[CH3:19]. (4) The reactants are: [C:1](=[O:23])(OC1C=CC([N+]([O-])=O)=CC=1)[O:2][CH2:3][C:4]1[CH:9]=[CH:8][C:7]([N:10]=[N+:11]=[N-:12])=[CH:6][CH:5]=1.Cl.[C:25]([NH:42][C@H:43]([C:49]([OH:51])=[O:50])[CH2:44][CH2:45][CH2:46][CH2:47][NH2:48])([O:27][CH2:28][CH:29]1[C:41]2[C:36](=[CH:37][CH:38]=[CH:39][CH:40]=2)[C:35]2[C:30]1=[CH:31][CH:32]=[CH:33][CH:34]=2)=[O:26].C(=O)(O)[O-].[Na+].Cl. Given the product [CH:31]1[C:30]2[CH:29]([CH2:28][O:27][C:25]([NH:42][C@@H:43]([CH2:44][CH2:45][CH2:46][CH2:47][NH:48][C:1]([O:2][CH2:3][C:4]3[CH:5]=[CH:6][C:7]([N:10]=[N+:11]=[N-:12])=[CH:8][CH:9]=3)=[O:23])[C:49]([OH:51])=[O:50])=[O:26])[C:41]3[C:36](=[CH:37][CH:38]=[CH:39][CH:40]=3)[C:35]=2[CH:34]=[CH:33][CH:32]=1, predict the reactants needed to synthesize it.